This data is from Reaction yield outcomes from USPTO patents with 853,638 reactions. The task is: Predict the reaction yield, written as a fraction of the theoretical maximum amount of product (1.0 means a 100% yield; for example, 0.34 means a 34% yield). (1) The product is [C:9]([O:13][C:14]([N:16]1[CH2:21][CH2:20][N:19]([C:2]2[CH:7]=[C:6]([Cl:8])[N:5]=[CH:4][N:3]=2)[CH2:18][CH2:17]1)=[O:15])([CH3:12])([CH3:10])[CH3:11]. The yield is 0.640. The catalyst is O1CCOCC1. The reactants are Cl[C:2]1[CH:7]=[C:6]([Cl:8])[N:5]=[CH:4][N:3]=1.[C:9]([O:13][C:14]([N:16]1[CH2:21][CH2:20][NH:19][CH2:18][CH2:17]1)=[O:15])([CH3:12])([CH3:11])[CH3:10]. (2) The reactants are [OH:1][B:2]1[C:6]2[CH:7]=[C:8]([NH:11][S:12]([C:15]3[N:20]=[CH:19][C:18]([NH:21]C(=O)OCC4C=CC=CC=4)=[CH:17][C:16]=3[NH:32][C:33]3[CH:38]=[CH:37][C:36]([N+:39]([O-])=O)=[CH:35][N:34]=3)(=[O:14])=[O:13])[CH:9]=[CH:10][C:5]=2[CH2:4][O:3]1. The catalyst is CO.[C].[Pd]. The product is [NH2:21][C:18]1[CH:17]=[C:16]([NH:32][C:33]2[CH:38]=[CH:37][C:36]([NH2:39])=[CH:35][N:34]=2)[C:15]([S:12]([NH:11][C:8]2[CH:9]=[CH:10][C:5]3[CH2:4][O:3][B:2]([OH:1])[C:6]=3[CH:7]=2)(=[O:14])=[O:13])=[N:20][CH:19]=1. The yield is 0.350. (3) The reactants are [F:1][C:2]1[CH:7]=[CH:6][C:5]([C:8]2[S:9][CH:10]=[CH:11][N:12]=2)=[CH:4][CH:3]=1.[Li+].CC([N-]C(C)C)C.[CH:21]1[C:30]2[CH2:29][CH2:28][CH2:27][C:26](=[O:31])[C:25]=2[CH:24]=[CH:23][N:22]=1. The catalyst is C1COCC1. The product is [F:1][C:2]1[CH:3]=[CH:4][C:5]([C:8]2[S:9][C:10]([C:26]3([OH:31])[CH2:27][CH2:28][CH2:29][C:30]4[CH:21]=[N:22][CH:23]=[CH:24][C:25]3=4)=[CH:11][N:12]=2)=[CH:6][CH:7]=1. The yield is 0.450. (4) The reactants are Cl[C:2]1[N:7]=[C:6]([CH3:8])[CH:5]=[C:4]([CH3:9])[N:3]=1.C(=O)([O-])[O-].[K+].[K+].[NH:16]1[CH2:21][CH2:20][NH:19][CH2:18][CH2:17]1. The catalyst is CN(C=O)C. The product is [CH3:9][C:4]1[CH:5]=[C:6]([CH3:8])[N:7]=[C:2]([N:16]2[CH2:21][CH2:20][NH:19][CH2:18][CH2:17]2)[N:3]=1. The yield is 0.580. (5) The reactants are [CH3:1][O:2][C:3]1[CH:8]=[C:7]([C:9]([N:11]2[CH2:14][CH:13]([O:15][CH3:16])[CH2:12]2)=[O:10])[CH:6]=[CH:5][C:4]=1[NH:17][C:18]1[N:19]=[CH:20][C:21]2[C:26]([CH:27]=1)=[C:25]([C:28]1[CH:29]=[N:30][N:31]([CH:33]3[CH2:38][CH2:37][N:36](C(OC(C)(C)C)=O)[CH2:35][CH2:34]3)[CH:32]=1)[CH:24]=[CH:23][CH:22]=2.C(O)(C(F)(F)F)=O. The catalyst is C(Cl)Cl. The product is [CH3:1][O:2][C:3]1[CH:8]=[C:7]([C:9]([N:11]2[CH2:12][CH:13]([O:15][CH3:16])[CH2:14]2)=[O:10])[CH:6]=[CH:5][C:4]=1[NH:17][C:18]1[N:19]=[CH:20][C:21]2[C:26]([CH:27]=1)=[C:25]([C:28]1[CH:29]=[N:30][N:31]([CH:33]3[CH2:34][CH2:35][NH:36][CH2:37][CH2:38]3)[CH:32]=1)[CH:24]=[CH:23][CH:22]=2. The yield is 0.980. (6) The reactants are [CH:1]([C:4]1[CH:9]=[CH:8][C:7]([CH3:10])=[CH:6][C:5]=1[NH:11][C:12]([NH:14][C:15]([NH:17][CH2:18][CH2:19][CH2:20][C:21]1[CH:26]=[CH:25][C:24]([C:27]2[N:31]=[CH:30][N:29]([C:32]3[CH:37]=[CH:36][C:35]([O:38][C:39]([F:42])([F:41])[F:40])=[CH:34][CH:33]=3)[N:28]=2)=[CH:23][CH:22]=1)=[O:16])=[S:13])([CH3:3])[CH3:2].[C:43]([O-])(=[O:45])[CH3:44].[Na+].C(O)C.BrCC(OC)=O. The catalyst is ClCCl. The product is [CH:1]([C:4]1[CH:9]=[CH:8][C:7]([CH3:10])=[CH:6][C:5]=1[N:11]1[C:43](=[O:45])[CH2:44][S:13]/[C:12]/1=[N:14]\[C:15]([NH:17][CH2:18][CH2:19][CH2:20][C:21]1[CH:26]=[CH:25][C:24]([C:27]2[N:31]=[CH:30][N:29]([C:32]3[CH:37]=[CH:36][C:35]([O:38][C:39]([F:41])([F:42])[F:40])=[CH:34][CH:33]=3)[N:28]=2)=[CH:23][CH:22]=1)=[O:16])([CH3:3])[CH3:2]. The yield is 0.680. (7) The reactants are N[C:2]1[S:6][C:5]([C:7]([O-:9])=[O:8])=[C:4]([I:10])[C:3]=1[C:11]#[N:12].[I:13]CI.N(OCCC[CH2:22][CH3:23])=O. The catalyst is C(#N)C. The product is [C:11]([C:3]1[C:4]([I:10])=[C:5]([C:7]([O:9][CH2:22][CH3:23])=[O:8])[S:6][C:2]=1[I:13])#[N:12]. The yield is 0.790.